This data is from Forward reaction prediction with 1.9M reactions from USPTO patents (1976-2016). The task is: Predict the product of the given reaction. (1) Given the reactants [S:1]1[C:5]2[CH:6]=[CH:7][CH:8]=[CH:9][C:4]=2[N:3]=[C:2]1[C:10]1[CH:19]=[C:18]([NH:20][C:21](=[O:23])[CH3:22])[CH:17]=[C:16]2[C:11]=1[CH2:12][CH2:13][N:14](C(=O)C(F)(F)F)[CH2:15]2.O.[OH-].[Li+], predict the reaction product. The product is: [S:1]1[C:5]2[CH:6]=[CH:7][CH:8]=[CH:9][C:4]=2[N:3]=[C:2]1[C:10]1[CH:19]=[C:18]([NH:20][C:21](=[O:23])[CH3:22])[CH:17]=[C:16]2[C:11]=1[CH2:12][CH2:13][NH:14][CH2:15]2. (2) Given the reactants [CH2:1]([O:8][C:9]([N:11]1[CH2:16][CH2:15][N:14]([CH2:17][CH2:18]O)[C:13](=[O:20])[CH2:12]1)=[O:10])[C:2]1[CH:7]=[CH:6][CH:5]=[CH:4][CH:3]=1.C1(P(C2C=CC=CC=2)C2C=CC=CC=2)C=CC=CC=1.N1C=CN=C1.[I:45]I, predict the reaction product. The product is: [CH2:1]([O:8][C:9]([N:11]1[CH2:16][CH2:15][N:14]([CH2:17][CH2:18][I:45])[C:13](=[O:20])[CH2:12]1)=[O:10])[C:2]1[CH:7]=[CH:6][CH:5]=[CH:4][CH:3]=1. (3) Given the reactants [Cl:1][C:2]1[C:3]([C:9]2[CH:10]=[C:11]([CH:20]=[C:21]([F:23])[CH:22]=2)[NH:12][CH2:13][CH:14]2[CH2:19][CH2:18][O:17][CH2:16][CH2:15]2)=[CH:4][C:5](F)=[N:6][CH:7]=1.[OH-].[NH4+:25], predict the reaction product. The product is: [Cl:1][C:2]1[C:3]([C:9]2[CH:10]=[C:11]([NH:12][CH2:13][CH:14]3[CH2:19][CH2:18][O:17][CH2:16][CH2:15]3)[CH:20]=[C:21]([F:23])[CH:22]=2)=[CH:4][C:5]([NH2:25])=[N:6][CH:7]=1. (4) Given the reactants C([O:3][C:4](=[O:36])[CH2:5][O:6][C:7]1[CH:16]=[CH:15][C:14]2[C:9](=[CH:10][CH:11]=[C:12]([C:17]3[S:21][C:20]4[CH:22]=[CH:23][CH:24]=[CH:25][C:19]=4[C:18]=3[C:26](=[O:34])[CH2:27][C:28]3[CH:33]=[CH:32][CH:31]=[CH:30][CH:29]=3)[CH:13]=2)[C:8]=1[Br:35])C.[OH-].[K+].Cl, predict the reaction product. The product is: [Br:35][C:8]1[C:9]2[C:14](=[CH:13][C:12]([C:17]3[S:21][C:20]4[CH:22]=[CH:23][CH:24]=[CH:25][C:19]=4[C:18]=3[C:26](=[O:34])[CH2:27][C:28]3[CH:33]=[CH:32][CH:31]=[CH:30][CH:29]=3)=[CH:11][CH:10]=2)[CH:15]=[CH:16][C:7]=1[O:6][CH2:5][C:4]([OH:36])=[O:3]. (5) The product is: [Br:3][C:4]1[CH:5]=[CH:6][C:7]2[CH2:18][N:13]([C:14]([CH3:17])([CH3:16])[CH3:15])[S:10](=[O:12])(=[O:11])[C:8]=2[CH:9]=1. Given the reactants [H-].[Na+].[Br:3][C:4]1[CH:5]=[CH:6][C:7]([CH2:18]Br)=[C:8]([S:10]([NH:13][C:14]([CH3:17])([CH3:16])[CH3:15])(=[O:12])=[O:11])[CH:9]=1, predict the reaction product. (6) The product is: [CH3:1][O:2][C:3]1[CH:4]=[CH:5][C:6]2[O:11][CH2:10][C:9](=[O:12])[N:8]([CH:22]([CH3:21])[CH2:23][N:24]3[CH2:29][CH2:28][N:27]([C:30]([O:32][C:33]([CH3:36])([CH3:35])[CH3:34])=[O:31])[CH2:26][CH2:25]3)[C:7]=2[CH:13]=1. Given the reactants [CH3:1][O:2][C:3]1[CH:4]=[CH:5][C:6]2[O:11][CH2:10][C:9](=[O:12])[NH:8][C:7]=2[CH:13]=1.[H-].[Na+].CS(O[CH2:21][CH2:22][CH2:23][N:24]1[CH2:29][CH2:28][N:27]([C:30]([O:32][C:33]([CH3:36])([CH3:35])[CH3:34])=[O:31])[CH2:26][CH2:25]1)(=O)=O.COC1C=C2C(C=CC(=O)N2CCN2CCC(NC(=O)OC(C)(C)C)CC2)=CC=1, predict the reaction product.